Dataset: Full USPTO retrosynthesis dataset with 1.9M reactions from patents (1976-2016). Task: Predict the reactants needed to synthesize the given product. (1) Given the product [NH2:20][CH2:19][C:1]([P:4](=[O:7])([OH:5])[O:6][C:8]1[CH:13]=[CH:12][CH:11]=[CH:10][CH:9]=1)([CH3:2])[CH3:24].[C:22]([OH:23])(=[O:15])[CH:8]([CH3:9])[OH:14], predict the reactants needed to synthesize it. The reactants are: [CH2:1]([P:4](=[O:7])([OH:6])[OH:5])[CH:2]=C.[C:8]1([OH:14])[CH:13]=[CH:12][CH:11]=[CH:10][CH:9]=1.[O:15]=S(Cl)Cl.[CH3:19][N:20]([CH:22]=[O:23])C.[C:24]1(C)C=CC=CC=1. (2) Given the product [C:15]1([P:7]([C:1]2[CH:2]=[CH:3][CH:4]=[CH:5][CH:6]=2)[C:8]2[N:13]=[C:12]([NH:14][C:28](=[O:33])[C:29]([CH3:32])([CH3:31])[CH3:30])[CH:11]=[CH:10][CH:9]=2)[CH:16]=[CH:17][CH:18]=[CH:19][CH:20]=1, predict the reactants needed to synthesize it. The reactants are: [C:1]1([P:7]([C:15]2[CH:20]=[CH:19][CH:18]=[CH:17][CH:16]=2)[C:8]2[N:13]=[C:12]([NH2:14])[CH:11]=[CH:10][CH:9]=2)[CH:6]=[CH:5][CH:4]=[CH:3][CH:2]=1.C(N(CC)CC)C.[C:28](Cl)(=[O:33])[C:29]([CH3:32])([CH3:31])[CH3:30]. (3) Given the product [Cl:1][C:2]1[CH:7]=[CH:6][CH:5]=[CH:4][C:3]=1[CH:8]([C:20]1[CH:28]=[CH:27][C:23]([C:24]([NH:30][CH2:31][CH2:32][OH:33])=[O:26])=[C:22]([F:29])[CH:21]=1)[CH2:9][C:10]([C:12]1[CH:17]=[CH:16][C:15](=[O:18])[N:14]([CH3:19])[CH:13]=1)=[O:11], predict the reactants needed to synthesize it. The reactants are: [Cl:1][C:2]1[CH:7]=[CH:6][CH:5]=[CH:4][C:3]=1[CH:8]([C:20]1[CH:28]=[CH:27][C:23]([C:24]([OH:26])=O)=[C:22]([F:29])[CH:21]=1)[CH2:9][C:10]([C:12]1[CH:17]=[CH:16][C:15](=[O:18])[N:14]([CH3:19])[CH:13]=1)=[O:11].[NH2:30][CH2:31][CH2:32][OH:33].CN([P+](ON1N=NC2C=CC=CC1=2)(N(C)C)N(C)C)C.F[P-](F)(F)(F)(F)F. (4) Given the product [Cl:1][C:2]1[CH:3]=[CH:4][C:5]([O:18][CH2:19][C:20]2[CH:25]=[CH:24][CH:23]=[CH:22][CH:21]=2)=[C:6]([CH2:8][N:9]2[C:13]([CH3:14])=[CH:12][C:11]([C:15]([NH:29][CH:26]([CH3:28])[CH3:27])=[O:16])=[N:10]2)[CH:7]=1, predict the reactants needed to synthesize it. The reactants are: [Cl:1][C:2]1[CH:3]=[CH:4][C:5]([O:18][CH2:19][C:20]2[CH:25]=[CH:24][CH:23]=[CH:22][CH:21]=2)=[C:6]([CH2:8][N:9]2[C:13]([CH3:14])=[CH:12][C:11]([C:15](O)=[O:16])=[N:10]2)[CH:7]=1.[CH:26]([NH2:29])([CH3:28])[CH3:27].ON1C2C=CC=CC=2N=N1.CN(C)CCCN=C=NCC. (5) Given the product [C:33]([C:30]1[S:29][C:28]([CH2:27][NH:7][C:8]2[CH:13]=[C:12]([O:14][CH2:15][C@@H:16]3[CH2:18][C@H:17]3[C:19]3[CH:24]=[CH:23][C:22]([CH3:25])=[CH:21][N:20]=3)[N:11]=[C:10]([CH3:26])[N:9]=2)=[N:32][N:31]=1)([CH3:36])([CH3:35])[CH3:34], predict the reactants needed to synthesize it. The reactants are: C(OC(=O)[N:7]([CH2:27][C:28]1[S:29][C:30]([C:33]([CH3:36])([CH3:35])[CH3:34])=[N:31][N:32]=1)[C:8]1[CH:13]=[C:12]([O:14][CH2:15][C@H:16]2[CH2:18][C@@H:17]2[C:19]2[CH:24]=[CH:23][C:22]([CH3:25])=[CH:21][N:20]=2)[N:11]=[C:10]([CH3:26])[N:9]=1)(C)(C)C.Cl. (6) Given the product [CH:21]1([CH2:24][C:25]2[C:30]([C:31]3[CH:36]=[CH:35][N:34]=[C:33]([NH:8][C:7]4[CH:6]=[CH:5][C:4]([S:1]([CH3:12])(=[O:3])=[O:2])=[CH:10][CH:9]=4)[N:32]=3)=[CH:29][N:28]=[C:27]([NH:40][CH2:41][C:42]([CH3:45])([OH:44])[CH3:43])[N:26]=2)[CH2:22][CH2:23]1, predict the reactants needed to synthesize it. The reactants are: [S:1](=[C:4]1[CH:10]=[CH:9][C:7]([NH2:8])=[CH:6][CH2:5]1)(=[O:3])=[O:2].[Li+].[CH3:12][Si]([N-][Si](C)(C)C)(C)C.[CH:21]1([CH2:24][C:25]2[C:30]([C:31]3[CH:36]=[CH:35][N:34]=[C:33](S(C)=O)[N:32]=3)=[CH:29][N:28]=[C:27]([NH:40][CH2:41][C:42]([CH3:45])([OH:44])[CH3:43])[N:26]=2)[CH2:23][CH2:22]1. (7) Given the product [F:30][C:2]([F:1])([F:29])[C:3]1[CH:4]=[C:5]([C:9]2[CH:10]=[C:11]([CH2:12][N:13]([CH3:24])[S:14]([C:17]3[CH:22]=[CH:21][C:20]([F:23])=[CH:19][CH:18]=3)(=[O:16])=[O:15])[CH:25]=[CH:26][C:27]=2[O:28][C:37]([CH3:39])([CH3:38])[C:36]([OH:41])=[O:35])[CH:6]=[CH:7][CH:8]=1, predict the reactants needed to synthesize it. The reactants are: [F:1][C:2]([F:30])([F:29])[C:3]1[CH:4]=[C:5]([C:9]2[CH:10]=[C:11]([CH:25]=[CH:26][C:27]=2[OH:28])[CH2:12][N:13]([CH3:24])[S:14]([C:17]2[CH:22]=[CH:21][C:20]([F:23])=[CH:19][CH:18]=2)(=[O:16])=[O:15])[CH:6]=[CH:7][CH:8]=1.C([O:35][C:36](=[O:41])[C:37](Br)([CH3:39])[CH3:38])(C)(C)C.C(=O)([O-])[O-].[K+].[K+]. (8) Given the product [CH:16]1([CH2:19][N:20]([CH2:2][CH2:3][O:4][C:5]2[CH:10]=[CH:9][C:8]([N+:11]([O-:13])=[O:12])=[CH:7][C:6]=2[O:14][CH3:15])[CH3:22])[CH2:18][CH2:17]1, predict the reactants needed to synthesize it. The reactants are: Br[CH2:2][CH2:3][O:4][C:5]1[CH:10]=[CH:9][C:8]([N+:11]([O-:13])=[O:12])=[CH:7][C:6]=1[O:14][CH3:15].[CH:16]1([CH2:19][NH2:20])[CH2:18][CH2:17]1.Cl[CH2:22]Cl.CO. (9) Given the product [CH3:38][N:37]([CH3:40])[CH2:36][CH2:35][NH:39][C:32]([C:10]1[C:9]2[N:8]=[C:7]3[C:2]([CH3:1])=[CH:3][CH:4]=[CH:5][C:6]3=[CH:15][C:14]=2[C:13](=[O:16])[N:12]([C:17]2[CH:22]=[CH:21][C:20]([B:23]3[O:27][C:26]([CH3:29])([CH3:28])[C:25]([CH3:31])([CH3:30])[O:24]3)=[CH:19][CH:18]=2)[CH:11]=1)=[O:34], predict the reactants needed to synthesize it. The reactants are: [CH3:1][C:2]1[C:7]2=[N:8][C:9]3[C:10]([C:32]([OH:34])=O)=[CH:11][N:12]([C:17]4[CH:22]=[CH:21][C:20]([B:23]5[O:27][C:26]([CH3:29])([CH3:28])[C:25]([CH3:31])([CH3:30])[O:24]5)=[CH:19][CH:18]=4)[C:13](=[O:16])[C:14]=3[CH:15]=[C:6]2[CH:5]=[CH:4][CH:3]=1.[CH:35]1[N:39]=[CH:38][N:37]([C:40](N2C=NC=C2)=O)[CH:36]=1. (10) Given the product [CH:1]1([C:4]2[C:5]([N:24]([CH2:29][C:30]3[CH:31]=[CH:32][C:33]([O:36][CH3:37])=[CH:34][CH:35]=3)[S:25]([CH3:28])(=[O:26])=[O:27])=[CH:6][C:7]3[O:11][C:10]([C:12]4[CH:17]=[CH:16][C:15]([F:18])=[CH:14][CH:13]=4)=[C:9]([C:19]4[NH:20][C:38](=[O:39])[O:22][N:21]=4)[C:8]=3[CH:23]=2)[CH2:3][CH2:2]1, predict the reactants needed to synthesize it. The reactants are: [CH:1]1([C:4]2[C:5]([N:24]([CH2:29][C:30]3[CH:35]=[CH:34][C:33]([O:36][CH3:37])=[CH:32][CH:31]=3)[S:25]([CH3:28])(=[O:27])=[O:26])=[CH:6][C:7]3[O:11][C:10]([C:12]4[CH:17]=[CH:16][C:15]([F:18])=[CH:14][CH:13]=4)=[C:9]([C:19](=[N:21][OH:22])[NH2:20])[C:8]=3[CH:23]=2)[CH2:3][CH2:2]1.[C:38](C1NC=CN=1)(C1NC=CN=1)=[O:39].N12CCCN=C1CCCCC2.